From a dataset of Full USPTO retrosynthesis dataset with 1.9M reactions from patents (1976-2016). Predict the reactants needed to synthesize the given product. (1) Given the product [Cl:1][C:2]1[CH:7]=[C:6]([Cl:8])[CH:5]=[CH:4][C:3]=1[CH:9]([CH3:33])[C:10]([C:16]1[CH:17]=[C:18]2[C:22](=[CH:23][CH:24]=1)[N:21]([C:25]1[CH:26]=[C:27]([OH:31])[CH:28]=[CH:29][CH:30]=1)[N:20]=[CH:19]2)([OH:15])[C:11]([F:14])([F:13])[F:12], predict the reactants needed to synthesize it. The reactants are: [Cl:1][C:2]1[CH:7]=[C:6]([Cl:8])[CH:5]=[CH:4][C:3]=1[CH:9]([CH3:33])[C:10]([C:16]1[CH:17]=[C:18]2[C:22](=[CH:23][CH:24]=1)[N:21]([C:25]1[CH:30]=[CH:29][CH:28]=[C:27]([O:31]C)[CH:26]=1)[N:20]=[CH:19]2)([OH:15])[C:11]([F:14])([F:13])[F:12].B(Br)(Br)Br. (2) Given the product [Cl:1][C:2]1[N:3]=[C:4]([C:9]([NH:11][C@H:12]2[CH2:17][CH2:16][N:15]([C:18]3[O:19][C:20]([CH3:30])=[C:21]([C:23]([OH:25])=[O:24])[N:22]=3)[CH2:14][C@H:13]2[O:31][CH2:32][CH3:33])=[O:10])[NH:5][C:6]=1[CH2:7][CH3:8], predict the reactants needed to synthesize it. The reactants are: [Cl:1][C:2]1[N:3]=[C:4]([C:9]([NH:11][C@H:12]2[CH2:17][CH2:16][N:15]([C:18]3[O:19][C:20]([CH3:30])=[C:21]([C:23]([O:25]CCCC)=[O:24])[N:22]=3)[CH2:14][C@H:13]2[O:31][CH2:32][CH3:33])=[O:10])[NH:5][C:6]=1[CH2:7][CH3:8].[OH-].[Li+].CO. (3) The reactants are: [Cl:1][C:2]1[CH:3]=[C:4]2[C:8](=[CH:9][C:10]=1[F:11])[NH:7][C:6](=[O:12])[C:5]2=[O:13].N1C2C(=CC=CC=2)C(=O)C1=O.[F:25][CH:26]([F:36])[CH2:27][O:28][C:29]1[CH:34]=[CH:33][CH:32]=[CH:31][C:30]=1I. Given the product [Cl:1][C:2]1[CH:3]=[C:4]2[C:8](=[CH:9][C:10]=1[F:11])[NH:7][C:6](=[O:12])[C:5]2([C:30]1[CH:31]=[CH:32][CH:33]=[CH:34][C:29]=1[O:28][CH2:27][CH:26]([F:25])[F:36])[OH:13], predict the reactants needed to synthesize it. (4) Given the product [CH2:27]([C:20]1[CH:21]=[CH:22][CH:23]=[C:24]([CH2:25][CH3:26])[C:19]=1[C:14]1[N:13]=[C:12]([CH3:29])[C:11]([CH2:10][OH:9])=[C:16]([S:17][CH3:18])[CH:15]=1)[CH3:28], predict the reactants needed to synthesize it. The reactants are: [H-].[H-].[H-].[H-].[Li+].[Al+3].C([O:9][C:10](=O)[C:11]1[C:16]([S:17][CH3:18])=[CH:15][C:14]([C:19]2[C:24]([CH2:25][CH3:26])=[CH:23][CH:22]=[CH:21][C:20]=2[CH2:27][CH3:28])=[N:13][C:12]=1[CH3:29])C.[O-]S([O-])(=O)=O.[Na+].[Na+].O. (5) Given the product [Br:1][C:2]1[CH:3]=[C:4]2[N:10]=[CH:9][N:8]([CH2:11][C:12]3[CH:22]=[CH:21][C:15]4[N:16]=[C:17]([S:19]([CH3:20])=[O:31])[O:18][C:14]=4[CH:13]=3)[C:5]2=[N:6][CH:7]=1, predict the reactants needed to synthesize it. The reactants are: [Br:1][C:2]1[CH:3]=[C:4]2[N:10]=[CH:9][N:8]([CH2:11][C:12]3[CH:22]=[CH:21][C:15]4[N:16]=[C:17]([S:19][CH3:20])[O:18][C:14]=4[CH:13]=3)[C:5]2=[N:6][CH:7]=1.C1C=C(Cl)C=C(C(OO)=[O:31])C=1.